Dataset: Forward reaction prediction with 1.9M reactions from USPTO patents (1976-2016). Task: Predict the product of the given reaction. (1) Given the reactants [N+:1]([C:4]1[CH:16]=[CH:15][C:7]2[S:8][C:9]([C:11]([O:13]C)=[O:12])=[CH:10][C:6]=2[CH:5]=1)([O-:3])=[O:2].O.[OH-].[Li+].O, predict the reaction product. The product is: [N+:1]([C:4]1[CH:16]=[CH:15][C:7]2[S:8][C:9]([C:11]([OH:13])=[O:12])=[CH:10][C:6]=2[CH:5]=1)([O-:3])=[O:2]. (2) Given the reactants [Li]CCCC.CC1(C)CCCC(C)(C)N1.[N:16]1[CH:21]=[CH:20][N:19]=[CH:18][CH:17]=1.[F:22][C:23]1[CH:56]=[CH:55][CH:54]=[C:53]([F:57])[C:24]=1[C:25]([C:27]1[C:35]2[N:34]=[C:33]([O:36]CC)[N:32](C(OC(C)(C)C)=O)[C:31]=2[CH:30]=[C:29]([C:46]2[C:47]([CH3:52])=[N:48][O:49][C:50]=2[CH3:51])[CH:28]=1)=[O:26], predict the reaction product. The product is: [F:22][C:23]1[CH:56]=[CH:55][CH:54]=[C:53]([F:57])[C:24]=1[C:25]([OH:26])([C:17]1[CH:18]=[N:19][CH:20]=[CH:21][N:16]=1)[C:27]1[C:35]2[NH:34][C:33](=[O:36])[NH:32][C:31]=2[CH:30]=[C:29]([C:46]2[C:47]([CH3:52])=[N:48][O:49][C:50]=2[CH3:51])[CH:28]=1. (3) Given the reactants [CH2:1]([Mg]Br)[CH:2]=[CH2:3].[C:6]1(=[C:9]([C:15]([O:17][CH2:18][CH3:19])=[O:16])[C:10]([O:12][CH2:13][CH3:14])=[O:11])[CH2:8][CH2:7]1, predict the reaction product. The product is: [CH2:3]([C:6]1([CH:9]([C:10]([O:12][CH2:13][CH3:14])=[O:11])[C:15]([O:17][CH2:18][CH3:19])=[O:16])[CH2:8][CH2:7]1)[CH:2]=[CH2:1]. (4) Given the reactants C(O[C:4]([C:6]1[N:7]=[N:8][C:9]([O:12][CH2:13][C:14]2[C:15]([C:20]3[CH:25]=[CH:24][N:23]=[CH:22][CH:21]=3)=[N:16][O:17][C:18]=2[CH3:19])=[CH:10][CH:11]=1)=[O:5])C.[CH:26]1([NH2:29])[CH2:28][CH2:27]1, predict the reaction product. The product is: [CH:26]1([NH:29][C:4]([C:6]2[N:7]=[N:8][C:9]([O:12][CH2:13][C:14]3[C:15]([C:20]4[CH:21]=[CH:22][N:23]=[CH:24][CH:25]=4)=[N:16][O:17][C:18]=3[CH3:19])=[CH:10][CH:11]=2)=[O:5])[CH2:28][CH2:27]1. (5) Given the reactants [C:1]([O:4][CH2:5][CH2:6][CH2:7][NH:8][C:9](=[O:27])[C@H:10]([N:18](C(OC(C)(C)C)=O)[CH3:19])[CH2:11][C:12]1[CH:17]=[CH:16][CH:15]=[CH:14][CH:13]=1)(=[O:3])[CH3:2].FC(F)(F)C(O)=O, predict the reaction product. The product is: [C:1]([O:4][CH2:5][CH2:6][CH2:7][NH:8][C:9](=[O:27])[C@H:10]([NH:18][CH3:19])[CH2:11][C:12]1[CH:13]=[CH:14][CH:15]=[CH:16][CH:17]=1)(=[O:3])[CH3:2]. (6) Given the reactants O1[C:5]2([CH2:10][CH2:9][N:8]([CH2:11][CH:12]3[C:22]4=[C:23]5[C:18](=[CH:19][CH:20]=[C:21]4[F:24])[CH:17]=[CH:16][C:15](=[O:25])[N:14]5[CH2:13]3)[CH2:7][CH2:6]2)[O:4]CC1.C(=O)(O)[O-].[Na+], predict the reaction product. The product is: [F:24][C:21]1[C:22]2[CH:12]([CH2:11][N:8]3[CH2:9][CH2:10][C:5](=[O:4])[CH2:6][CH2:7]3)[CH2:13][N:14]3[C:23]=2[C:18]([CH:17]=[CH:16][C:15]3=[O:25])=[CH:19][CH:20]=1. (7) Given the reactants Cl[C:2]1[N:7]=[C:6]([N:8]([CH2:18][CH3:19])CC2C=CC(OC)=CC=2)[C:5]2=[N:20][CH:21]=[C:22]([C:23]#[N:24])[N:4]2[N:3]=1.[NH2:25][C:26]1[C:27]([Cl:49])=[C:28]([N:34]2[CH2:39][CH2:38][C@@H:37]([NH:40][C:41](=[O:47])[O:42][C:43]([CH3:46])([CH3:45])[CH3:44])[C@H:36]([OH:48])[CH2:35]2)[CH:29]=[C:30]([C:32]#[N:33])[CH:31]=1.C([O-])([O-])=O.[Cs+].[Cs+].CC1(C)C2C(=C(P(C3C=CC=CC=3)C3C=CC=CC=3)C=CC=2)OC2C(P(C3C=CC=CC=3)C3C=CC=CC=3)=CC=CC1=2, predict the reaction product. The product is: [Cl:49][C:27]1[C:26]([NH:25][C:2]2[N:7]=[C:6]([NH:8][CH2:18][CH3:19])[C:5]3=[N:20][CH:21]=[C:22]([C:23]#[N:24])[N:4]3[N:3]=2)=[CH:31][C:30]([C:32]#[N:33])=[CH:29][C:28]=1[N:34]1[CH2:39][CH2:38][C@@H:37]([NH:40][C:41](=[O:47])[O:42][C:43]([CH3:44])([CH3:45])[CH3:46])[C@H:36]([OH:48])[CH2:35]1. (8) The product is: [Cl:19][C:15]1[C:16]([F:18])=[CH:17][C:12]([CH:10]([O:9][C:4]2[C:5]([NH2:8])=[N:6][CH:7]=[C:2]([C:30]3[CH:29]=[CH:28][C:27]([N:40]4[CH2:41][CH2:42][N:43]([CH3:46])[CH2:44][CH2:45]4)=[CH:26][C:25]=3[O:24][CH3:23])[CH:3]=2)[CH3:11])=[C:13]([N:20]([CH3:22])[CH3:21])[CH:14]=1. Given the reactants Br[C:2]1[CH:3]=[C:4]([O:9][CH:10]([C:12]2[CH:17]=[C:16]([F:18])[C:15]([Cl:19])=[CH:14][C:13]=2[N:20]([CH3:22])[CH3:21])[CH3:11])[C:5]([NH2:8])=[N:6][CH:7]=1.[CH3:23][O:24][C:25]1[CH:26]=[C:27]([N:40]2[CH2:45][CH2:44][N:43]([CH3:46])[CH2:42][CH2:41]2)[CH:28]=[CH:29][C:30]=1B1OC(C)(C)C(C)(C)O1, predict the reaction product. (9) Given the reactants C(OP(O[CH2:10][C:11]1[CH:20]=[CH:19][C:14]([C:15]([O:17][CH3:18])=[O:16])=[CH:13][C:12]=1[O:21][CH2:22][O:23][CH3:24])(OCC)=O)C.[F:25][CH:26]([F:43])[O:27][C:28]1[CH:33]=[CH:32][C:31](B2OC(C)(C)C(C)(C)O2)=[CH:30][CH:29]=1.P([O-])([O-])([O-])=O.[K+].[K+].[K+], predict the reaction product. The product is: [F:25][CH:26]([F:43])[O:27][C:28]1[CH:33]=[CH:32][C:31]([CH2:10][C:11]2[CH:20]=[CH:19][C:14]([C:15]([O:17][CH3:18])=[O:16])=[CH:13][C:12]=2[O:21][CH2:22][O:23][CH3:24])=[CH:30][CH:29]=1. (10) Given the reactants Cl[C:2]1[N:7]=[C:6]([C:8]2[CH:13]=[C:12]([C:14]3[CH:19]=[CH:18][C:17]([C:20]([F:23])([F:22])[F:21])=[CH:16][CH:15]=3)[CH:11]=[C:10]([CH3:24])[N:9]=2)[CH:5]=[CH:4][N:3]=1.[C:25]([NH:29][S:30]([C:33]1[S:34][C:35](B2OC(C)(C)C(C)(C)O2)=[CH:36][CH:37]=1)(=[O:32])=[O:31])([CH3:28])([CH3:27])[CH3:26], predict the reaction product. The product is: [C:25]([NH:29][S:30]([C:33]1[S:34][C:35]([C:2]2[N:7]=[C:6]([C:8]3[CH:13]=[C:12]([C:14]4[CH:19]=[CH:18][C:17]([C:20]([F:23])([F:22])[F:21])=[CH:16][CH:15]=4)[CH:11]=[C:10]([CH3:24])[N:9]=3)[CH:5]=[CH:4][N:3]=2)=[CH:36][CH:37]=1)(=[O:31])=[O:32])([CH3:28])([CH3:26])[CH3:27].